Dataset: Experimentally validated miRNA-target interactions with 360,000+ pairs, plus equal number of negative samples. Task: Binary Classification. Given a miRNA mature sequence and a target amino acid sequence, predict their likelihood of interaction. (1) The miRNA is mmu-miR-712-5p with sequence CUCCUUCACCCGGGCGGUACC. The protein sequence of the target gene is MERPLTVLQVSLYHPTQGPVAFAHVPQQLQHDASRLLVGRGQNTHLQLQLPQLSRYHLSLEPYLEKGSSLLAFCLKVLTRKSCVWVNGLPLRYLEQVPLGTINRISFSGIQMLVRKEGGASLETFVCYFHLSPSPLIYRPKAQETDE. Result: 1 (interaction). (2) The miRNA is hsa-miR-4728-5p with sequence UGGGAGGGGAGAGGCAGCAAGCA. The protein sequence of the target gene is METSSMLSSLNDECKSDNYIEPHYKEWYRVAIDILIEHGLEAYQEFLVQERVSDFLAEEEINYILKNVQKVAQSTAHGTDDSCDDTLSSGTYWPVESDVEAPNLDLGWPYVMPGLLGGTHIDLLFHPPRAHLLTIKETIRKMIKEARKVIALVMDIFTDVDIFKEIVEASTRGVSVYILLDESNFNHFLNMTEKQGCSVQRLRNIRVRTVKGQDYLSKTGAKFHGKMEQKFLLVDCQKVMYGSYSYMWSFEKAHLSMVQIITGQLVESFDEEFRTLYARSCVPSSFAQEESARVKHGKAL.... Result: 1 (interaction). (3) The miRNA is hsa-miR-7106-5p with sequence UGGGAGGAGGGGAUCUUGGG. The protein sequence of the target gene is MKLLVGTLRLWEVGRQVAFSSLTPGQECSGLRKTFWAAMRAVRTRADHQKLGHCVTMGRIMRPDDANVAGNVHGGTILKMIEEAGAIISTRHCNSQNGERCVAALARVERTDFLSPMCIGEVAHVSAEITYTSKHSVEVQVHVMSENILTGTKKLTNKATLWYVPLSLKNVDKVLEVPPIVYLRQEQEEEGRKRYEAQKLERMETKWRNGDIVQPVLNPEPNTVSYSQSSLIHLVGPSDCTLHGFVHGGVTMKLMDEVAGIVAARHCKTNIVTASVDAINFHDKIRKGCVITISGRMTFT.... Result: 0 (no interaction). (4) The protein sequence of the target gene is MPRGDSEQVRYCARFSYLWLKFSLIIYSTVFWLIGALVLSVGIYAEVERQKYKTLESAFLAPAIILILLGVVMFMVSFIGVLASLRDNLYLLQAFMYILGICLIMELIGGVVALTFRNQTIDFLNDNIRRGIENYYDDLDFKNIMDFVQKKFKCCGGEDYRDWSKNQYHDCSAPGPLACGVPYTCCIRNTTEVVNTMCGYKTIDKERFSVQDVIYVRGCTNAVIIWFMDNYTIMAGILLGILLPQFLGVLLTLLYITRVEDIIMEHSVTDGLLGPGAKPSVEAAGTGCCLCYPN. The miRNA is hsa-miR-4478 with sequence GAGGCUGAGCUGAGGAG. Result: 1 (interaction).